From a dataset of Full USPTO retrosynthesis dataset with 1.9M reactions from patents (1976-2016). Predict the reactants needed to synthesize the given product. (1) Given the product [F:13][C:10]1[CH:11]=[CH:12][C:7]([C:6]2[N:5]([CH2:14][C:15]3[CH:20]=[N:19][C:18]([O:21][CH3:22])=[CH:17][CH:16]=3)[N:4]=[C:3]([CH3:23])[C:2]=2[C:32]2[CH:33]=[CH:34][C:35]3[O:40][CH2:39][C:38](=[O:41])[NH:37][C:36]=3[CH:42]=2)=[CH:8][CH:9]=1, predict the reactants needed to synthesize it. The reactants are: Br[C:2]1[C:3]([CH3:23])=[N:4][N:5]([CH2:14][C:15]2[CH:16]=[CH:17][C:18]([O:21][CH3:22])=[N:19][CH:20]=2)[C:6]=1[C:7]1[CH:12]=[CH:11][C:10]([F:13])=[CH:9][CH:8]=1.CC1(C)C(C)(C)OB([C:32]2[CH:33]=[CH:34][C:35]3[O:40][CH2:39][C:38](=[O:41])[NH:37][C:36]=3[CH:42]=2)O1.C(=O)([O-])[O-].[Cs+].[Cs+]. (2) Given the product [Cl:1][C:2]1[C:3]([C:24]([NH:28][CH:29]2[CH2:34][CH2:33][O:32][CH2:31][CH2:30]2)=[O:26])=[CH:4][C:5]2[N:6]([C:8]([CH2:15][CH:16]3[CH2:21][CH2:20][C:19]([F:23])([F:22])[CH2:18][CH2:17]3)=[C:9]([C:11]([F:14])([F:13])[CH3:12])[N:10]=2)[CH:7]=1, predict the reactants needed to synthesize it. The reactants are: [Cl:1][C:2]1[C:3]([C:24]([OH:26])=O)=[CH:4][C:5]2[N:6]([C:8]([CH2:15][CH:16]3[CH2:21][CH2:20][C:19]([F:23])([F:22])[CH2:18][CH2:17]3)=[C:9]([C:11]([F:14])([F:13])[CH3:12])[N:10]=2)[CH:7]=1.Cl.[NH2:28][CH:29]1[CH2:34][CH2:33][O:32][CH2:31][CH2:30]1. (3) Given the product [NH2:8][CH2:9][CH2:10][NH:11][C:12](=[O:59])[CH2:13][O:14][C:15]1[CH:58]=[CH:57][C:18]([C:19]([C:21]2[CH:22]=[CH:23][C:24]([O:25][CH2:26][C:27]([NH:29][C:30]3[CH:35]=[CH:34][C:33]([C:36]4[CH:41]=[CH:40][C:39]([CH:42]([CH3:53])[C:43]([O:45][CH2:46][C:47]5[CH:52]=[CH:51][CH:50]=[CH:49][CH:48]=5)=[O:44])=[CH:38][C:37]=4[F:54])=[CH:32][CH:31]=3)=[O:28])=[CH:55][CH:56]=2)=[O:20])=[CH:17][CH:16]=1, predict the reactants needed to synthesize it. The reactants are: C(OC([NH:8][CH2:9][CH2:10][NH:11][C:12](=[O:59])[CH2:13][O:14][C:15]1[CH:58]=[CH:57][C:18]([C:19]([C:21]2[CH:56]=[CH:55][C:24]([O:25][CH2:26][C:27]([NH:29][C:30]3[CH:35]=[CH:34][C:33]([C:36]4[CH:41]=[CH:40][C:39]([CH:42]([CH3:53])[C:43]([O:45][CH2:46][C:47]5[CH:52]=[CH:51][CH:50]=[CH:49][CH:48]=5)=[O:44])=[CH:38][C:37]=4[F:54])=[CH:32][CH:31]=3)=[O:28])=[CH:23][CH:22]=2)=[O:20])=[CH:17][CH:16]=1)=O)(C)(C)C. (4) The reactants are: [Br:1][C:2]1[CH:7]=[CH:6][C:5]([C@H:8]([NH:13][C@H:14]([C:19]([NH:21][C@H:22]([C:31]#[N:32])[CH2:23][C:24]2[CH:29]=[CH:28][C:27](I)=[CH:26][CH:25]=2)=[O:20])[CH2:15][CH:16]([CH3:18])[CH3:17])[C:9]([F:12])([F:11])[F:10])=[CH:4][CH:3]=1.[Na+].[CH3:34][S:35]([O-])(=[O:37])=[O:36]. Given the product [C:31]([C@@H:22]([NH:21][C:19](=[O:20])[C@@H:14]([NH:13][C@@H:8]([C:5]1[CH:6]=[CH:7][C:2]([Br:1])=[CH:3][CH:4]=1)[C:9]([F:12])([F:11])[F:10])[CH2:15][CH:16]([CH3:18])[CH3:17])[CH2:23][C:24]1[CH:29]=[CH:28][C:27]([S:35]([CH3:34])(=[O:37])=[O:36])=[CH:26][CH:25]=1)#[N:32], predict the reactants needed to synthesize it. (5) The reactants are: [OH:1][CH2:2][CH2:3][N:4](C)[C:5](=O)OC(C)(C)C.[F:13][C:14]([F:26])([F:25])[O:15][C:16]1[CH:24]=[CH:23][C:19]([C:20]([Cl:22])=[O:21])=[CH:18][CH:17]=1.N1C=CC=CC=1. Given the product [ClH:22].[F:13][C:14]([F:26])([F:25])[O:15][C:16]1[CH:24]=[CH:23][C:19]([C:20]([O:1][CH2:2][CH2:3][NH:4][CH3:5])=[O:21])=[CH:18][CH:17]=1, predict the reactants needed to synthesize it. (6) Given the product [CH:25]1([NH:28][C:14]([C:12]2[S:13][C:9]([C:4]3[CH:5]=[CH:6][C:7](=[O:8])[N:2]([CH3:1])[N:3]=3)=[C:10]([C:19]3[CH:20]=[CH:21][CH:22]=[CH:23][CH:24]=3)[N:11]=2)=[O:15])[CH2:27][CH2:26]1, predict the reactants needed to synthesize it. The reactants are: [CH3:1][N:2]1[C:7](=[O:8])[CH:6]=[CH:5][C:4]([C:9]2[S:13][C:12]([C:14](OCC)=[O:15])=[N:11][C:10]=2[C:19]2[CH:24]=[CH:23][CH:22]=[CH:21][CH:20]=2)=[N:3]1.[CH:25]1([NH2:28])[CH2:27][CH2:26]1. (7) Given the product [CH3:37][S:34]([O:33][C:31]1[CH:30]=[C:29]([C:20]2[CH:21]=[CH:22][CH:23]=[C:18]([C:4]3([C:9]4[CH:10]=[CH:11][C:12]5[O:16][CH2:15][CH2:14][C:13]=5[CH:17]=4)[C:5](=[O:8])[N:6]([CH3:7])[C:2]([NH2:1])=[N:3]3)[CH:19]=2)[CH:28]=[C:27]([O:26][CH3:25])[CH:32]=1)(=[O:36])=[O:35], predict the reactants needed to synthesize it. The reactants are: [NH2:1][C:2]1[N:6]([CH3:7])[C:5](=[O:8])[C:4]([C:18]2[CH:23]=[CH:22][CH:21]=[C:20](Br)[CH:19]=2)([C:9]2[CH:10]=[CH:11][C:12]3[O:16][CH2:15][CH2:14][C:13]=3[CH:17]=2)[N:3]=1.[CH3:25][O:26][C:27]1[CH:28]=[C:29](B(O)O)[CH:30]=[C:31]([O:33][S:34]([CH3:37])(=[O:36])=[O:35])[CH:32]=1.C(=O)([O-])[O-].[K+].[K+]. (8) Given the product [N:1]1[CH:6]=[CH:5][CH:4]=[C:3]([CH:7]([OH:13])[CH3:8])[CH:2]=1, predict the reactants needed to synthesize it. The reactants are: [N:1]1[CH:6]=[CH:5][CH:4]=[C:3]([CH2:7][C:8](OC)=O)[CH:2]=1.C[OH:13].[BH4-].[Na+]. (9) Given the product [C:1]([O:5][C:6]([N:8]1[CH2:13][CH2:12][CH:11]([O:14][C:15]2[C:16]([Br:26])=[C:17]3[C:22](=[CH:23][CH:24]=2)[CH:21]=[N:20][C:19]([Cl:25])=[CH:18]3)[CH2:10][CH2:9]1)=[O:7])([CH3:4])([CH3:2])[CH3:3], predict the reactants needed to synthesize it. The reactants are: [C:1]([O:5][C:6]([N:8]1[CH2:13][CH2:12][CH:11]([O:14][C:15]2[CH:16]=[C:17]3[C:22](=[CH:23][CH:24]=2)[CH:21]=[N:20][C:19]([Cl:25])=[CH:18]3)[CH2:10][CH2:9]1)=[O:7])([CH3:4])([CH3:3])[CH3:2].[Br:26]N1C(=O)CCC1=O. (10) Given the product [S:27]1[C:6]2[CH2:7][CH2:8][N:9]([CH2:11][CH2:12][CH2:13][CH2:14][O:15][C:16]3[CH:25]=[C:24]4[C:19]([CH2:20][CH2:21][C:22](=[O:26])[NH:23]4)=[CH:18][CH:17]=3)[CH2:10][C:5]=2[CH:4]=[CH:28]1, predict the reactants needed to synthesize it. The reactants are: N1[C:6]2[CH2:7][CH2:8][N:9]([CH2:11][CH2:12][CH2:13][CH2:14][O:15][C:16]3[CH:25]=[C:24]4[C:19]([CH2:20][CH2:21][C:22](=[O:26])[NH:23]4)=[CH:18][CH:17]=3)[CH2:10][C:5]=2[CH:4]=NC=1.[S:27]1C2CCNCC=2C=[CH:28]1.